This data is from Forward reaction prediction with 1.9M reactions from USPTO patents (1976-2016). The task is: Predict the product of the given reaction. (1) Given the reactants [CH3:1][O:2][CH2:3][C:4]1[N:5]=[C:6]([NH2:9])[S:7][CH:8]=1.[C:10]([O:14][C:15](O[C:15]([O:14][C:10]([CH3:13])([CH3:12])[CH3:11])=[O:16])=[O:16])([CH3:13])([CH3:12])[CH3:11], predict the reaction product. The product is: [C:10]([O:14][C:15](=[O:16])[NH:9][C:6]1[S:7][CH:8]=[C:4]([CH2:3][O:2][CH3:1])[N:5]=1)([CH3:13])([CH3:12])[CH3:11]. (2) Given the reactants [F:1][C:2]1([C:27]([O:29]C)=[O:28])[CH2:7][CH2:6][N:5]([CH:8]2[CH2:26][CH2:25][C:10]3([C:16]4[CH:17]=[CH:18][CH:19]=[CH:20][C:15]=4[O:14][C:13]4[CH:21]=[CH:22][CH:23]=[CH:24][C:12]=4[CH2:11]3)[CH2:9]2)[CH2:4][CH2:3]1.O.[OH-].[Li+], predict the reaction product. The product is: [F:1][C:2]1([C:27]([OH:29])=[O:28])[CH2:3][CH2:4][N:5]([CH:8]2[CH2:26][CH2:25][C:10]3([C:16]4[CH:17]=[CH:18][CH:19]=[CH:20][C:15]=4[O:14][C:13]4[CH:21]=[CH:22][CH:23]=[CH:24][C:12]=4[CH2:11]3)[CH2:9]2)[CH2:6][CH2:7]1.